The task is: Predict the product of the given reaction.. This data is from Forward reaction prediction with 1.9M reactions from USPTO patents (1976-2016). (1) Given the reactants [Cl:1][C:2]1[CH:7]=[N:6][NH:5][C:4](=[O:8])[C:3]=1[C:9]1[CH:14]=[CH:13][CH:12]=[CH:11][CH:10]=1.[H-].[Na+].Br[CH2:18][C:19]([N:21]([C:24]1[CH:34]=[CH:33][C:27]2[O:28][C:29]([F:32])([F:31])[O:30][C:26]=2[CH:25]=1)[CH2:22][CH3:23])=[O:20], predict the reaction product. The product is: [Cl:1][C:2]1[CH:7]=[N:6][N:5]([CH2:18][C:19]([N:21]([C:24]2[CH:34]=[CH:33][C:27]3[O:28][C:29]([F:31])([F:32])[O:30][C:26]=3[CH:25]=2)[CH2:22][CH3:23])=[O:20])[C:4](=[O:8])[C:3]=1[C:9]1[CH:14]=[CH:13][CH:12]=[CH:11][CH:10]=1. (2) Given the reactants [NH3:1].[CH2:2]([O:4][C:5]1[C:10](=[O:11])[CH:9]=[CH:8]O[C:6]=1[CH3:12])[CH3:3], predict the reaction product. The product is: [CH2:2]([O:4][C:5]1[C:10](=[O:11])[CH:9]=[CH:8][NH:1][C:6]=1[CH3:12])[CH3:3]. (3) The product is: [CH3:41][C:42]([CH3:47])([CH3:46])[CH2:43][CH2:44][NH:45][C:23](=[O:25])[CH2:22][N:3]1[C:4]2[C:9](=[CH:8][CH:7]=[CH:6][CH:5]=2)[C:10]2([CH2:14][O:13][C:12]3[CH:15]=[C:16]4[C:20](=[CH:21][C:11]2=3)[CH2:19][CH2:18][O:17]4)[C:2]1=[O:1]. Given the reactants [O:1]=[C:2]1[C:10]2([CH2:14][O:13][C:12]3[CH:15]=[C:16]4[C:20](=[CH:21][C:11]2=3)[CH2:19][CH2:18][O:17]4)[C:9]2[C:4](=[CH:5][CH:6]=[CH:7][CH:8]=2)[N:3]1[CH2:22][C:23]([OH:25])=O.C(OC(Cl)=O)C(C)C.CN1CCOCC1.[CH3:41][C:42]([CH3:47])([CH3:46])[CH2:43][CH2:44][NH2:45], predict the reaction product. (4) Given the reactants C(OC[N:9]1[CH:13]=[C:12]([C:14]2[CH2:18][CH:17]([N:19]([C:22]3[CH:27]=[CH:26][C:25]([C:28]#[N:29])=[C:24]([C:30]([F:33])([F:32])[F:31])[CH:23]=3)[CH2:20][CH3:21])[CH2:16][CH:15]=2)[N:11]=[CH:10]1)(=O)C(C)(C)C.Br[CH2:35][C:36](=[O:39])[CH2:37][CH3:38].N, predict the reaction product. The product is: [CH2:20]([N:19]([CH:17]1[CH2:16][CH:15]=[C:14]([C:12]2[N:11]([CH2:35][C:36](=[O:39])[CH2:37][CH3:38])[CH:10]=[N:9][CH:13]=2)[CH2:18]1)[C:22]1[CH:27]=[CH:26][C:25]([C:28]#[N:29])=[C:24]([C:30]([F:32])([F:33])[F:31])[CH:23]=1)[CH3:21]. (5) Given the reactants C([O:8][C:9]1[C:14]([CH:15]2[CH2:17][CH2:16]2)=[CH:13][N:12]2[CH:18]=[N:19][N:20]=[C:11]2[CH:10]=1)C1C=CC=CC=1, predict the reaction product. The product is: [CH:15]1([C:14]2[C:9]([OH:8])=[CH:10][C:11]3[N:12]([CH:18]=[N:19][N:20]=3)[CH:13]=2)[CH2:17][CH2:16]1. (6) The product is: [F:61][C:46]([F:45])([F:60])[C:47]1[CH:48]=[CH:49][C:50]([CH2:53][CH:54]2[CH2:58][CH2:57][CH2:56][CH:55]2[N:16]2[C:17](=[O:24])[C:18]3[C:23](=[CH:22][CH:21]=[CH:20][CH:19]=3)[C:15]2=[O:25])=[N:51][CH:52]=1. Given the reactants CC(OC(/N=N/C(OC(C)C)=O)=O)C.[C:15]1(=[O:25])[C:23]2[C:18](=[CH:19][CH:20]=[CH:21][CH:22]=2)[C:17](=[O:24])[NH:16]1.C1(P(C2C=CC=CC=2)C2C=CC=CC=2)C=CC=CC=1.[F:45][C:46]([F:61])([F:60])[C:47]1[CH:48]=[CH:49][C:50]([CH2:53][CH:54]2[CH2:58][CH2:57][CH2:56][CH:55]2O)=[N:51][CH:52]=1, predict the reaction product. (7) Given the reactants [C:1]1([CH2:7][C:8]([N:10]=[C:11]=[S:12])=[O:9])[CH:6]=[CH:5][CH:4]=[CH:3][CH:2]=1.[NH2:13][C:14]1[CH:42]=[CH:41][C:17]([O:18][C:19]2[CH:24]=[CH:23][N:22]=[C:21]([NH:25][C:26]([N:28]3[CH2:33][CH2:32][CH:31]([N:34]4[CH2:39][CH2:38][N:37]([CH3:40])[CH2:36][CH2:35]4)[CH2:30][CH2:29]3)=[O:27])[CH:20]=2)=[C:16]([F:43])[CH:15]=1.C12(CS(O)(=O)=O)C(C)(C)C(CC1)CC2=O, predict the reaction product. The product is: [F:43][C:16]1[CH:15]=[C:14]([NH:13][C:11]([NH:10][C:8](=[O:9])[CH2:7][C:1]2[CH:6]=[CH:5][CH:4]=[CH:3][CH:2]=2)=[S:12])[CH:42]=[CH:41][C:17]=1[O:18][C:19]1[CH:24]=[CH:23][N:22]=[C:21]([NH:25][C:26]([N:28]2[CH2:29][CH2:30][CH:31]([N:34]3[CH2:35][CH2:36][N:37]([CH3:40])[CH2:38][CH2:39]3)[CH2:32][CH2:33]2)=[O:27])[CH:20]=1. (8) Given the reactants [F:1][C:2]1[CH:7]=[CH:6][C:5]([NH2:8])=[C:4]([N+:9]([O-:11])=[O:10])[CH:3]=1.F[C:13]1[CH:20]=[CH:19][C:18]([C:21]([F:24])([F:23])[F:22])=[CH:17][C:14]=1[C:15]#[N:16].O.[OH-].[Li+], predict the reaction product. The product is: [F:1][C:2]1[CH:7]=[CH:6][C:5]([NH:8][C:13]2[CH:20]=[CH:19][C:18]([C:21]([F:22])([F:24])[F:23])=[CH:17][C:14]=2[C:15]#[N:16])=[C:4]([N+:9]([O-:11])=[O:10])[CH:3]=1. (9) The product is: [CH3:1][O:2][C:3]1[CH:14]=[C:13]([O:15][CH3:16])[CH:12]=[CH:11][C:4]=1[CH2:5][NH:6][C:7](=[O:10])[CH2:8][I:17]. Given the reactants [CH3:1][O:2][C:3]1[CH:14]=[C:13]([O:15][CH3:16])[CH:12]=[CH:11][C:4]=1[CH2:5][NH:6][C:7](=[O:10])[CH2:8]Cl.[I-:17].[Na+], predict the reaction product.